The task is: Predict which catalyst facilitates the given reaction.. This data is from Catalyst prediction with 721,799 reactions and 888 catalyst types from USPTO. (1) Reactant: C1C=CC2N(O)N=NC=2C=1.CCN(C(C)C)C(C)C.[CH2:20]([O:22][C:23](=[O:28])[CH2:24][C:25]([OH:27])=O)[CH3:21].CCN=C=NCCCN(C)C.Cl.[C:41]([O:45][C:46]([N:48]1[CH2:53][CH2:52][NH:51][CH2:50][CH2:49]1)=[O:47])([CH3:44])([CH3:43])[CH3:42]. Product: [C:41]([O:45][C:46]([N:48]1[CH2:53][CH2:52][N:51]([C:25](=[O:27])[CH2:24][C:23]([O:22][CH2:20][CH3:21])=[O:28])[CH2:50][CH2:49]1)=[O:47])([CH3:44])([CH3:42])[CH3:43]. The catalyst class is: 18. (2) Reactant: [NH:1]1[C:5]2[CH:6]=[CH:7][CH:8]=[CH:9][C:4]=2[N:3]=[C:2]1[CH2:10][N:11]([CH:28]1[C:37]2[N:36]=[CH:35][CH:34]=[CH:33][C:32]=2[CH2:31][CH2:30][CH2:29]1)[CH2:12][CH2:13][CH2:14][NH:15][C:16](C1N=CC2C(C=1)=CC=CC=2)=[O:17]. Product: [NH:1]1[C:5]2[CH:6]=[CH:7][CH:8]=[CH:9][C:4]=2[N:3]=[C:2]1[CH2:10][N:11]([CH:28]1[C:37]2[N:36]=[CH:35][CH:34]=[CH:33][C:32]=2[CH2:31][CH2:30][CH2:29]1)[CH2:12][CH2:13][CH2:14][NH:15][C:16](=[O:17])[C:4]1[CH:9]=[CH:8][CH:7]=[CH:6][CH:5]=1. The catalyst class is: 15.